From a dataset of Choline transporter screen with 302,306 compounds. Binary Classification. Given a drug SMILES string, predict its activity (active/inactive) in a high-throughput screening assay against a specified biological target. (1) The compound is Brc1c(c2nn3c(s\c(c3=O)=C/c3occc3)n2)cccc1. The result is 0 (inactive). (2) The drug is s1c(NC(=O)CSc2ncnc3c2cccc3)c(c(c1C(=O)C)C)C(OCC)=O. The result is 0 (inactive).